Task: Predict the reactants needed to synthesize the given product.. Dataset: Full USPTO retrosynthesis dataset with 1.9M reactions from patents (1976-2016) Given the product [ClH:22].[CH3:15][C:16]1[CH:26]=[CH:25][CH:24]=[CH:23][C:17]=1/[CH:18]=[CH:19]/[C:20]1[N:7]([C:2]2[CH:3]=[CH:4][CH:5]=[CH:6][N:1]=2)[C:8]2[CH:13]=[CH:12][CH:11]=[CH:10][C:9]=2[N:14]=1, predict the reactants needed to synthesize it. The reactants are: [N:1]1[CH:6]=[CH:5][CH:4]=[CH:3][C:2]=1[NH:7][C:8]1[CH:13]=[CH:12][CH:11]=[CH:10][C:9]=1[NH2:14].[CH3:15][C:16]1[CH:26]=[CH:25][CH:24]=[CH:23][C:17]=1/[CH:18]=[CH:19]/[C:20]([Cl:22])=O.N1C=CC=CC=1N1C2C=CC=CC=2N=C1/C=C/C1C=CC=CC=1.Cl.